From a dataset of Full USPTO retrosynthesis dataset with 1.9M reactions from patents (1976-2016). Predict the reactants needed to synthesize the given product. (1) Given the product [NH2:24][C:25]1([C:19]([O:20][CH3:2])=[O:22])[CH2:29][CH2:28][CH:27]([C:30]2[CH:31]=[CH:32][C:33]([I:36])=[CH:34][CH:35]=2)[CH2:26]1, predict the reactants needed to synthesize it. The reactants are: I[C:2]1C=CC(C2CCC(=O)C2)=CC=1.[C-]#N.[Na+].[Cl-].[NH4+].[C:19](=[O:22])(O)[O-:20].[Na+].[NH2:24][C:25]1(C#N)[CH2:29][CH2:28][CH:27]([C:30]2[CH:35]=[CH:34][C:33]([I:36])=[CH:32][CH:31]=2)[CH2:26]1.S(Cl)(Cl)=O. (2) Given the product [N:1]1[CH:6]=[CH:5][CH:4]=[CH:3][C:2]=1[NH:7][C:8]1[CH:9]=[CH:10][C:11]([O:12][C:13]2[C:14]([C:19]3[CH2:24][CH2:23][N:22]([C:25](=[O:27])[CH3:34])[CH2:21][CH:20]=3)=[N:15][CH:16]=[CH:17][N:18]=2)=[CH:32][CH:33]=1, predict the reactants needed to synthesize it. The reactants are: [N:1]1[CH:6]=[CH:5][CH:4]=[CH:3][C:2]=1[NH:7][C:8]1[CH:33]=[CH:32][C:11]([O:12][C:13]2[C:14]([C:19]3[CH2:24][CH2:23][N:22]([C:25]([O:27]C(C)(C)C)=O)[CH2:21][CH:20]=3)=[N:15][CH:16]=[CH:17][N:18]=2)=[CH:10][CH:9]=1.[C:34](Cl)(=O)C. (3) Given the product [S:1]1[CH2:6][CH2:5][N:4]([C:7]([C:9]2[N:10]=[C:11]([N:14]3[CH2:17][CH:16]([O:18][S:20]([CH3:19])(=[O:22])=[O:21])[CH2:15]3)[S:12][CH:13]=2)=[O:8])[CH2:3][CH2:2]1, predict the reactants needed to synthesize it. The reactants are: [S:1]1[CH2:6][CH2:5][N:4]([C:7]([C:9]2[N:10]=[C:11]([N:14]3[CH2:17][CH:16]([OH:18])[CH2:15]3)[S:12][CH:13]=2)=[O:8])[CH2:3][CH2:2]1.[CH3:19][S:20](Cl)(=[O:22])=[O:21].C(N(CC)CC)C. (4) Given the product [C:7]1([C@H:5]([N:14]2[CH:18]=[C:17]([NH:19][C:20]([C:22]3[C:30]4[C:25](=[CH:26][CH:27]=[CH:28][CH:29]=4)[NH:24][N:23]=3)=[O:21])[CH:16]=[N:15]2)[CH2:4][CH3:3])[CH:8]=[CH:9][CH:10]=[CH:11][CH:12]=1, predict the reactants needed to synthesize it. The reactants are: CN(C)[CH2:3][CH2:4][CH:5]([C:7]1[CH:12]=[CH:11][CH:10]=[CH:9][CH:8]=1)O.[NH:14]1[CH:18]=[C:17]([NH:19][C:20]([C:22]2[C:30]3[C:25](=[CH:26][CH:27]=[CH:28][CH:29]=3)[N:24](C(C3C=CC=CC=3)(C3C=CC=CC=3)C3C=CC=CC=3)[N:23]=2)=[O:21])[CH:16]=[N:15]1.N1C=C(NC(C2C3C(=CC(C4C=CN(C5CCCCO5)N=4)=CC=3)N(COCC[Si](C)(C)C)N=2)=O)C=N1. (5) Given the product [F:16][C:17]1[CH:26]=[C:25]([I:27])[CH:24]=[CH:23][C:18]=1[NH:19][C:20]1[N:21]([CH3:22])[C:11](=[O:13])[C:6]2[N:7]=[C:8]([CH3:10])[O:9][C:5]=2[C:4]=1[C:3]([O:2][CH3:1])=[O:15], predict the reactants needed to synthesize it. The reactants are: [CH3:1][O:2][C:3](=[O:15])[CH2:4][C:5]1[O:9][C:8]([CH3:10])=[N:7][C:6]=1[C:11]([O:13]C)=O.[F:16][C:17]1[CH:26]=[C:25]([I:27])[CH:24]=[CH:23][C:18]=1[N:19]=[C:20]=[N:21][CH3:22].